Dataset: Full USPTO retrosynthesis dataset with 1.9M reactions from patents (1976-2016). Task: Predict the reactants needed to synthesize the given product. (1) Given the product [CH3:11][N:12]1[CH2:6][CH2:5][CH2:4][CH2:3][CH2:2][C:1]1=[O:10], predict the reactants needed to synthesize it. The reactants are: [C:1]([OH:10])(=O)[CH2:2][CH2:3][CH2:4][CH2:5][C:6](O)=O.[CH3:11][NH2:12]. (2) The reactants are: Cl.C(OC([N:9]1[CH2:14][CH2:13][C@@H:12]([N:15]2[CH:19]=[C:18]([C:20]3[C:21]([O:35][CH:36]4[CH2:39][CH2:38][CH2:37]4)=[C:22]4[C:27](=[CH:28][CH:29]=3)[N:26]([C:30]([O:32][CH3:33])=[O:31])[C@@H:25]([CH3:34])[CH2:24][CH2:23]4)[CH:17]=[N:16]2)[C@@H:11]([F:40])[CH2:10]1)=O)(C)(C)C. Given the product [CH:36]1([O:35][C:21]2[C:20]([C:18]3[CH:17]=[N:16][N:15]([C@@H:12]4[CH2:13][CH2:14][NH:9][CH2:10][C@@H:11]4[F:40])[CH:19]=3)=[CH:29][CH:28]=[C:27]3[C:22]=2[CH2:23][CH2:24][C@H:25]([CH3:34])[N:26]3[C:30]([O:32][CH3:33])=[O:31])[CH2:37][CH2:38][CH2:39]1, predict the reactants needed to synthesize it.